Dataset: Forward reaction prediction with 1.9M reactions from USPTO patents (1976-2016). Task: Predict the product of the given reaction. Given the reactants [CH3:1][N:2]1[CH2:7][CH2:6][N:5]([C:8]2[CH:13]=[CH:12][C:11]([C:14](=[S:16])[NH2:15])=[CH:10][CH:9]=2)[CH2:4][CH2:3]1.[CH:17]12[O:23][CH:22]1[CH2:21][CH2:20][CH2:19][C:18]2=O, predict the reaction product. The product is: [CH3:1][N:2]1[CH2:3][CH2:4][N:5]([C:8]2[CH:9]=[CH:10][C:11]([C:14]3[S:16][C:21]4[CH:22]([OH:23])[CH2:17][CH2:18][CH2:19][C:20]=4[N:15]=3)=[CH:12][CH:13]=2)[CH2:6][CH2:7]1.